Predict the reactants needed to synthesize the given product. From a dataset of Full USPTO retrosynthesis dataset with 1.9M reactions from patents (1976-2016). (1) Given the product [CH3:3]/[C:4](/[CH2:9][CH2:10][CH:11]=[CH2:12])=[CH:5]/[C:6]([O:8][C@@H:34]1[CH2:39][C@@H:38]([CH2:40][CH2:41][CH2:42][CH:43]=[CH2:44])[O:37][C@@:36]([O:60][CH3:61])([C@@H:45]2[CH2:49][S:48][C:47](=[O:50])[N:46]2[CH2:51][C:52]2[CH:53]=[CH:54][C:55]([O:58][CH3:59])=[CH:56][CH:57]=2)[CH2:35]1)=[O:7], predict the reactants needed to synthesize it. The reactants are: [H-].[Na+].[CH3:3]/[C:4](/[CH2:9][CH2:10][CH:11]=[CH2:12])=[CH:5]/[C:6]([OH:8])=[O:7].C1OCCOCCOCCOCCOC1.FC(F)(F)S(O[C@H:34]1[CH2:39][C@@H:38]([CH2:40][CH2:41][CH2:42][CH:43]=[CH2:44])[O:37][C@@:36]([O:60][CH3:61])([C@@H:45]2[CH2:49][S:48][C:47](=[O:50])[N:46]2[CH2:51][C:52]2[CH:57]=[CH:56][C:55]([O:58][CH3:59])=[CH:54][CH:53]=2)[CH2:35]1)(=O)=O. (2) Given the product [NH2:16][C:11]([C:3]1[C:2]([Cl:1])=[C:6]([C:7]([O:9][CH3:10])=[O:8])[NH:5][CH:4]=1)=[O:13], predict the reactants needed to synthesize it. The reactants are: [Cl:1][C:2]1[C:3]([C:11]([OH:13])=O)=[CH:4][NH:5][C:6]=1[C:7]([O:9][CH3:10])=[O:8].CC[N:16](C(C)C)C(C)C.CN(C(ON1N=NC2C=CC=NC1=2)=[N+](C)C)C.F[P-](F)(F)(F)(F)F. (3) The reactants are: [Br:1][C:2]1[N:7]=[CH:6][C:5]([NH2:8])=[CH:4][CH:3]=1.[C:9]1(=O)[CH2:13][CH2:12][CH2:11][CH2:10]1.[BH3-]C#N.[Na+]. Given the product [Br:1][C:2]1[N:7]=[CH:6][C:5]([NH:8][CH:9]2[CH2:13][CH2:12][CH2:11][CH2:10]2)=[CH:4][CH:3]=1, predict the reactants needed to synthesize it.